Predict the product of the given reaction. From a dataset of Forward reaction prediction with 1.9M reactions from USPTO patents (1976-2016). (1) The product is: [F:1][C:2]1[CH:7]=[CH:6][C:5]([CH3:8])=[CH:4][C:3]=1[NH:9][C:10]1[N:15]2[N:16]=[CH:17][C:18]([C:19]([NH:42][S:39]([CH:36]3[CH2:38][CH2:37]3)(=[O:41])=[O:40])=[O:21])=[C:14]2[N:13]=[CH:12][C:11]=1[C:22]([N:24]1[CH2:29][CH2:28][CH:27]([C:30]2[CH:31]=[CH:32][CH:33]=[CH:34][CH:35]=2)[CH2:26][CH2:25]1)=[O:23]. Given the reactants [F:1][C:2]1[CH:7]=[CH:6][C:5]([CH3:8])=[CH:4][C:3]=1[NH:9][C:10]1[N:15]2[N:16]=[CH:17][C:18]([C:19]([OH:21])=O)=[C:14]2[N:13]=[CH:12][C:11]=1[C:22]([N:24]1[CH2:29][CH2:28][CH:27]([C:30]2[CH:35]=[CH:34][CH:33]=[CH:32][CH:31]=2)[CH2:26][CH2:25]1)=[O:23].[CH:36]1([S:39]([NH2:42])(=[O:41])=[O:40])[CH2:38][CH2:37]1, predict the reaction product. (2) Given the reactants [CH3:1][C:2]([O:4][C@H:5]1[C:14]2[C@@:15]3([CH3:30])[C@@H:26]([CH2:27][O:28][CH3:29])[O:25][C:23](=[O:24])[C:17]4=[CH:18][O:19][C:20]([C:21](=[O:22])[C:13]=2[C@@H:8]2[CH2:9][CH2:10][C@H:11]([OH:12])[C@@:7]2([CH3:31])[CH2:6]1)=[C:16]34)=[O:3].[C:32]([NH:36][CH2:37][CH2:38][OH:39])([CH3:35])([CH3:34])[CH3:33], predict the reaction product. The product is: [C:2]([O:4][C@H:5]1[C:14]2[C@:15]3([CH3:30])[C:16](/[C:17](=[CH:18]\[N:36]([C:32]([CH3:35])([CH3:34])[CH3:33])[CH2:37][CH2:38][OH:39])/[C:23](=[O:24])[O:25][C@@H:26]3[CH2:27][O:28][CH3:29])=[C:20]([OH:19])[C:21](=[O:22])[C:13]=2[CH:8]2[C@@:7]([CH3:31])([C@@H:11]([OH:12])[CH2:10][CH2:9]2)[CH2:6]1)(=[O:3])[CH3:1].